Dataset: Reaction yield outcomes from USPTO patents with 853,638 reactions. Task: Predict the reaction yield, written as a fraction of the theoretical maximum amount of product (1.0 means a 100% yield; for example, 0.34 means a 34% yield). The reactants are Br[C:2]1[CH:7]=[CH:6][N:5]=[C:4]([O:8][CH3:9])[CH:3]=1.[F:10][C:11]([F:21])([F:20])[C:12]1[N:17]=[CH:16][C:15]([CH2:18][OH:19])=[CH:14][CH:13]=1.CC1C=NC2C(C=1C)=CC=C1C=2N=CC(C)=C1C.C([O-])([O-])=O.[Cs+].[Cs+]. The catalyst is C1(C)C=CC=CC=1. The product is [CH3:9][O:8][C:4]1[CH:3]=[C:2]([O:19][CH2:18][C:15]2[CH:16]=[N:17][C:12]([C:11]([F:21])([F:10])[F:20])=[CH:13][CH:14]=2)[CH:7]=[CH:6][N:5]=1. The yield is 0.720.